The task is: Regression. Given a peptide amino acid sequence and an MHC pseudo amino acid sequence, predict their binding affinity value. This is MHC class II binding data.. This data is from Peptide-MHC class II binding affinity with 134,281 pairs from IEDB. (1) The peptide sequence is LPWTSGATTETPTWN. The MHC is DRB1_0901 with pseudo-sequence DRB1_0901. The binding affinity (normalized) is 0.243. (2) The peptide sequence is SKFMQEINIEEQEYQ. The MHC is DRB1_1302 with pseudo-sequence DRB1_1302. The binding affinity (normalized) is 0. (3) The peptide sequence is HISYVMLIFFV. The MHC is HLA-DQA10501-DQB10402 with pseudo-sequence HLA-DQA10501-DQB10402. The binding affinity (normalized) is 0. (4) The peptide sequence is KKWIKVEYGNLSLSGIA. The MHC is DRB3_0202 with pseudo-sequence DRB3_0202. The binding affinity (normalized) is 0.493. (5) The peptide sequence is RMRRPTGKVTLEADV. The MHC is DRB1_0901 with pseudo-sequence DRB1_0901. The binding affinity (normalized) is 0.301. (6) The peptide sequence is FLLSYGEKDFEDYRF. The MHC is DRB1_0401 with pseudo-sequence DRB1_0401. The binding affinity (normalized) is 0.232. (7) The peptide sequence is RTEIDKPSQHHHHHH. The MHC is HLA-DPA10301-DPB10402 with pseudo-sequence HLA-DPA10301-DPB10402. The binding affinity (normalized) is 0.0128. (8) The MHC is DRB5_0101 with pseudo-sequence DRB5_0101. The binding affinity (normalized) is 0.209. The peptide sequence is GLNITGVTCGPGHGI.